From a dataset of Reaction yield outcomes from USPTO patents with 853,638 reactions. Predict the reaction yield, written as a fraction of the theoretical maximum amount of product (1.0 means a 100% yield; for example, 0.34 means a 34% yield). (1) The reactants are I[C:2]1[C:9](=[O:10])[N:5]2[CH2:6][CH2:7][CH2:8][N:4]2[C:3]=1[C:11]1[CH:16]=[CH:15][N:14]=[C:13]([S:17][CH3:18])[N:12]=1.C([Mg]Cl)(C)C.[Cl:24][C:25]1[CH:32]=[CH:31][CH:30]=[CH:29][C:26]=1[CH:27]=[O:28]. The yield is 0.580. The catalyst is C1COCC1. The product is [Cl:24][C:25]1[CH:32]=[CH:31][CH:30]=[CH:29][C:26]=1[CH:27]([OH:28])[C:2]1[C:9](=[O:10])[N:5]2[CH2:6][CH2:7][CH2:8][N:4]2[C:3]=1[C:11]1[CH:16]=[CH:15][N:14]=[C:13]([S:17][CH3:18])[N:12]=1. (2) The reactants are [NH2:1][C:2]1[CH:14]=[CH:13][C:12]([C:15]2[CH:16]=[N:17][N:18]([CH2:20][CH2:21][CH2:22][OH:23])[CH:19]=2)=[CH:11][C:3]=1[C:4]([N:6](CC)[CH2:7]C)=[O:5].NC1C(C(NC)=O)=C([Cl:35])C(Br)=CC=1. No catalyst specified. The product is [NH2:1][C:2]1[C:3]([C:4]([NH:6][CH3:7])=[O:5])=[C:11]([Cl:35])[C:12]([C:15]2[CH:16]=[N:17][N:18]([CH2:20][CH2:21][CH2:22][OH:23])[CH:19]=2)=[CH:13][CH:14]=1. The yield is 0.330. (3) The reactants are O=[C:2]1[CH2:6][S:5][CH2:4][CH:3]1[C:7]([O:9][CH3:10])=[O:8].[F:11][C:12]1[CH:18]=[C:17]([I:19])[CH:16]=[CH:15][C:13]=1[NH2:14]. The catalyst is C(O)C.C(O)(=O)C. The product is [F:11][C:12]1[CH:18]=[C:17]([I:19])[CH:16]=[CH:15][C:13]=1[NH:14][C:2]1[CH2:6][S:5][CH2:4][C:3]=1[C:7]([O:9][CH3:10])=[O:8]. The yield is 0.420. (4) The reactants are [H-].[Al+3].[Li+].[H-].[H-].[H-].[CH2:7]([N:14]1[C:21](=O)[CH:20]2[CH:16]([CH2:17][NH:18][CH2:19]2)[C:15]1=O)[C:8]1[CH:13]=[CH:12][CH:11]=[CH:10][CH:9]=1.O.[OH-].[Na+]. The catalyst is C1COCC1.ClCCl. The product is [CH2:7]([N:14]1[CH2:15][CH:16]2[CH:20]([CH2:19][NH:18][CH2:17]2)[CH2:21]1)[C:8]1[CH:13]=[CH:12][CH:11]=[CH:10][CH:9]=1. The yield is 0.920.